This data is from Reaction yield outcomes from USPTO patents with 853,638 reactions. The task is: Predict the reaction yield, written as a fraction of the theoretical maximum amount of product (1.0 means a 100% yield; for example, 0.34 means a 34% yield). The reactants are N#N.[F:3][C:4]([F:21])([F:20])[C:5]([CH:7]1[CH2:12][CH2:11][CH2:10][N:9]([C:13]([O:15][C:16]([CH3:19])([CH3:18])[CH3:17])=[O:14])[CH2:8]1)=[O:6].C(=O)=O.CC(C)=O.[CH3:29][O:30][CH2:31][CH2:32][CH2:33][CH2:34][Mg]Cl.[NH4+].[Cl-]. The catalyst is C(OCC)C.C1COCC1. The product is [F:21][C:4]([F:3])([F:20])[C:5]([CH:7]1[CH2:12][CH2:11][CH2:10][N:9]([C:13]([O:15][C:16]([CH3:18])([CH3:17])[CH3:19])=[O:14])[CH2:8]1)([OH:6])[CH2:34][CH2:33][CH2:32][CH2:31][O:30][CH3:29]. The yield is 0.150.